This data is from Full USPTO retrosynthesis dataset with 1.9M reactions from patents (1976-2016). The task is: Predict the reactants needed to synthesize the given product. (1) Given the product [CH3:15][CH2:14][C:16]1[C:17]([NH2:26])=[C:18]([CH3:25])[C:19]([NH2:24])=[C:20]([CH2:22][CH3:23])[CH:21]=1.[CH3:11][CH2:10][C:7]1[CH:6]=[C:5]([CH3:12])[C:4]([NH2:13])=[C:3]([CH2:1][CH3:2])[C:8]=1[NH2:9], predict the reactants needed to synthesize it. The reactants are: [CH2:1]([C:3]1[C:8]([NH2:9])=[C:7]([CH2:10][CH3:11])[CH:6]=[C:5]([CH3:12])[C:4]=1[NH2:13])[CH3:2].[CH2:14]([C:16]1[CH:21]=[C:20]([CH2:22][CH3:23])[C:19]([NH2:24])=[C:18]([CH3:25])[C:17]=1[NH2:26])[CH3:15]. (2) The reactants are: Br[C:2]1[C:3]([CH3:14])=[N:4][NH:5][C:6]=1[C:7]1[CH:12]=[CH:11][C:10]([F:13])=[CH:9][CH:8]=1.[O:15]1[CH2:19][CH2:18][CH:17]([CH2:20]O)[CH2:16]1.C1(P(C2C=CC=CC=2)C2C=CC=CC=2)C=CC=CC=1.N(C(OC(C)C)=O)=NC(OC(C)C)=O.CC1(C)C(C)(C)OB([C:63]2[CH:64]=[CH:65][C:66]3[O:71][CH2:70][C:69](=[O:72])[NH:68][C:67]=3[CH:73]=2)O1.[Cs]. Given the product [F:13][C:10]1[CH:11]=[CH:12][C:7]([C:6]2[N:5]([CH2:20][CH:17]3[CH2:18][CH2:19][O:15][CH2:16]3)[N:4]=[C:3]([CH3:14])[C:2]=2[C:63]2[CH:64]=[CH:65][C:66]3[O:71][CH2:70][C:69](=[O:72])[NH:68][C:67]=3[CH:73]=2)=[CH:8][CH:9]=1, predict the reactants needed to synthesize it. (3) Given the product [Cl:11][C:12]1[CH:19]=[CH:18][CH:17]=[CH:16][C:13]=1[CH2:14][N:15]1[CH2:2][CH2:3][C:4]2[S:5][CH:6]=[CH:7][C:8]=2[CH2:9]1, predict the reactants needed to synthesize it. The reactants are: Br[CH2:2][CH2:3][C:4]1[S:5][CH:6]=[CH:7][C:8]=1[CH2:9]Br.[Cl:11][C:12]1[CH:19]=[CH:18][CH:17]=[CH:16][C:13]=1[CH2:14][NH2:15].C(N(C(C)C)CC)(C)C.CCCCCC.